From a dataset of Kir2.1 potassium channel HTS with 301,493 compounds. Binary Classification. Given a drug SMILES string, predict its activity (active/inactive) in a high-throughput screening assay against a specified biological target. (1) The molecule is N1(C(C(C(=C1N)C#N)(C#N)C#N)c1ccccc1)c1cc(ccc1)C. The result is 1 (active). (2) The result is 0 (inactive). The drug is S1(=O)(=O)CC2N(C(/SC2C1)=N/C(=O)C1CC1)Cc1cc(OC)ccc1. (3) The drug is Brc1cn(nc1)Cc1oc(C(=O)NC2CCCCC2)cc1. The result is 0 (inactive). (4) The compound is S(=O)(=O)(Nc1ccc(c2n(c(SCC(=O)c3cc(OC)c(NC(=O)CC)cc3)nn2)C)cc1)C. The result is 0 (inactive). (5) The molecule is Fc1ccc(N(CC(=O)NC(CC)(C)C)C(=O)c2ccc(N3CCCC3)nc2)cc1. The result is 0 (inactive). (6) The compound is S(c1[nH]nc(Cc2ccc(OC)cc2)c(=O)n1)C. The result is 0 (inactive). (7) The drug is S(C1CCCCC1)CCCNC(=O)Nc1cc(OC)ccc1. The result is 0 (inactive). (8) The molecule is O=C(Nc1oc(c(c1C#N)c1occc1)c1occc1)C(N1C(=O)c2c(C1=O)cccc2)CC(C)C. The result is 0 (inactive). (9) The drug is s1c=2n(CCN2)c(c2ccc(OC)cc2)c1. The result is 0 (inactive). (10) The molecule is O1CCN(CC1)C(=O)COC(=O)c1c2c(nc(c1)C)cccc2. The result is 0 (inactive).